The task is: Predict the reactants needed to synthesize the given product.. This data is from Full USPTO retrosynthesis dataset with 1.9M reactions from patents (1976-2016). (1) Given the product [CH3:7][CH:6]([NH:28][C:13](=[O:14])[O:15][C:16]([CH3:19])([CH3:18])[CH3:17])[C:8]#[CH:9], predict the reactants needed to synthesize it. The reactants are: CS(O[CH:6]([C:8]#[CH:9])[CH3:7])(=O)=O.C(Cl)Cl.[C:13](O[C:13]([O:15][C:16]([CH3:19])([CH3:18])[CH3:17])=[O:14])([O:15][C:16]([CH3:19])([CH3:18])[CH3:17])=[O:14].[NH4+:28].[OH-]. (2) Given the product [CH3:22][C:19]1[N:18]=[C:17]([N:2]2[CH2:7][CH2:6][C:5](=[O:8])[CH2:4][CH2:3]2)[S:21][N:20]=1, predict the reactants needed to synthesize it. The reactants are: Cl.[NH:2]1[CH2:7][CH2:6][C:5](=[O:8])[CH2:4][CH2:3]1.CCN(CC)CC.Cl[C:17]1[S:21][N:20]=[C:19]([CH3:22])[N:18]=1. (3) Given the product [Cl:1][C:2]1[CH:7]=[CH:6][C:5]([CH:8]([NH:23][C:24]2[CH:25]=[C:26]([CH3:32])[C:27](=[O:31])[N:28]([CH3:30])[CH:29]=2)[C:9]2[C:10]([C:17]([O:19][CH2:20][CH3:21])=[O:18])=[N:11][N:12]([CH:14]3[CH2:16][CH2:15]3)[CH:13]=2)=[CH:4][CH:3]=1, predict the reactants needed to synthesize it. The reactants are: [Cl:1][C:2]1[CH:7]=[CH:6][C:5]([CH:8](O)[C:9]2[C:10]([C:17]([O:19][CH2:20][CH3:21])=[O:18])=[N:11][N:12]([CH:14]3[CH2:16][CH2:15]3)[CH:13]=2)=[CH:4][CH:3]=1.[NH2:23][C:24]1[CH:25]=[C:26]([CH3:32])[C:27](=[O:31])[N:28]([CH3:30])[CH:29]=1.